This data is from Experimentally validated miRNA-target interactions with 360,000+ pairs, plus equal number of negative samples. The task is: Binary Classification. Given a miRNA mature sequence and a target amino acid sequence, predict their likelihood of interaction. (1) The miRNA is mmu-miR-467e-3p with sequence AUAUACAUACACACACCUAUAU. The protein sequence of the target gene is MLKCIPLWRCNRHVESVDKRHCSLQAVPEEIYRYSRSLEELLLDANQLRELPKPFFRLLNLRKLGLSDNEIQRLPPEVANFMQLVELDVSRNDIPEIPESIKFCKALEIADFSGNPLSRLPDGFTQLRSLAHLALNDVSLQALPGDVGNLANLVTLELRENLLKSLPASLSFLVKLEQLDLGGNDLEVLPDTLGALPNLRELWLDRNQLSALPPELGNLRRLVCLDVSENRLEELPAELGGLVLLTDLLLSQNLLRRLPDGIGQLKQLSILKVDQNRLCEVTEAIGDCENLSELILTENL.... Result: 0 (no interaction). (2) The miRNA is mmu-miR-291a-5p with sequence CAUCAAAGUGGAGGCCCUCUCU. The protein sequence of the target gene is MKAAVLDLGSLLAKLFETSTAPPAGPSSRPSGGAAAAGSGGSRAGTPLGTAPTLLRALAPDSPSASRRSPAPLLSSPYSRGSAASRAAGAVGTLLSWPSSPRAGKAPPQPPTPSGGGCSPARLVVPARPPSGPGGVWAALPRNPLQPGPGERELGACVAPGAGPRTLFLTLPDIGEEGASDGDSGDGEARGLSEGRRRHGFTVRSKDSLPTHFTRNVQKAIDKYTCKSLSSFSSSGSHTPTGAHTSWSGSATQSSTTGSSTERGSVYSWRDDEFDEASSQSVQRLLWEVEEMLFEGKVNP.... Result: 0 (no interaction). (3) The miRNA is hsa-miR-30b-5p with sequence UGUAAACAUCCUACACUCAGCU. The protein sequence of the target gene is MERMNWLSRLASRGPGHRIPQGANLQTPVMADPETCLMVFKNHWSQVVRILERQGPRAAPGGADDLSAVRNHTYQMLTLLAEDRAVPSAPTGPGPLLEFALHEDLLTRVLTWQLQWDELGDGVEERRAEQLKLFEMLVSEARQPLLRHGPVREALLTLLDACGRPVPSSPALDEGLVLLLSQLCVCVAQEPSLLEFFLQPPPEPGAAPRLLLFSRLVPFVHREGTLGQQARDALLLLMALSAGSPTVGRYIADHSYFCPVLATGLSALYSSLPRKIEVPGDDWHCLRREDWLGVPALALF.... Result: 0 (no interaction).